Dataset: Peptide-MHC class I binding affinity with 185,985 pairs from IEDB/IMGT. Task: Regression. Given a peptide amino acid sequence and an MHC pseudo amino acid sequence, predict their binding affinity value. This is MHC class I binding data. (1) The binding affinity (normalized) is 0. The peptide sequence is YLLEMLWRL. The MHC is HLA-A30:02 with pseudo-sequence HLA-A30:02. (2) The peptide sequence is APRTLVYLL. The MHC is Mamu-B52 with pseudo-sequence Mamu-B52. The binding affinity (normalized) is 0. (3) The peptide sequence is EVVDMLSTY. The MHC is HLA-B15:01 with pseudo-sequence HLA-B15:01. The binding affinity (normalized) is 0.510. (4) The peptide sequence is VVCSMEYKK. The MHC is HLA-A11:01 with pseudo-sequence HLA-A11:01. The binding affinity (normalized) is 0.631. (5) The binding affinity (normalized) is 0.0847. The MHC is HLA-A24:03 with pseudo-sequence HLA-A24:03. The peptide sequence is YMLMGFQLK. (6) The peptide sequence is RPMRDIRSPI. The MHC is HLA-B51:01 with pseudo-sequence HLA-B51:01. The binding affinity (normalized) is 0.268.